The task is: Predict which catalyst facilitates the given reaction.. This data is from Catalyst prediction with 721,799 reactions and 888 catalyst types from USPTO. (1) Reactant: [Br:1]C1C(C)=C(NCC2C=C(C(C)(C)C)SC=2C(O)=O)C=CC=1.[CH3:23][C:24]1[N:25]=[C:26]([C:33]([CH3:36])([CH3:35])[CH3:34])[S:27][C:28]=1[C:29]([O:31][CH3:32])=[O:30].BrN1C(=O)CCC1=O. Product: [Br:1][CH2:23][C:24]1[N:25]=[C:26]([C:33]([CH3:36])([CH3:35])[CH3:34])[S:27][C:28]=1[C:29]([O:31][CH3:32])=[O:30]. The catalyst class is: 53. (2) Reactant: [CH3:1][O:2][C:3]1[CH:4]=[C:5]([N+:11]([O-])=O)[CH:6]=[CH:7][C:8]=1[O:9][CH3:10]. Product: [CH3:1][O:2][C:3]1[CH:4]=[C:5]([CH:6]=[CH:7][C:8]=1[O:9][CH3:10])[NH2:11]. The catalyst class is: 19.